From a dataset of Forward reaction prediction with 1.9M reactions from USPTO patents (1976-2016). Predict the product of the given reaction. Given the reactants [Br:1][C:2]1[S:6][C:5]([C:7]([OH:9])=O)=[CH:4][CH:3]=1.[CH2:10]([O:12][C:13](=[O:22])[CH2:14][C:15]1[CH:20]=[CH:19][CH:18]=[C:17]([NH2:21])[CH:16]=1)[CH3:11], predict the reaction product. The product is: [CH2:10]([O:12][C:13](=[O:22])[CH2:14][C:15]1[CH:20]=[CH:19][CH:18]=[C:17]([NH:21][C:7]([C:5]2[S:6][C:2]([Br:1])=[CH:3][CH:4]=2)=[O:9])[CH:16]=1)[CH3:11].